From a dataset of CYP2D6 inhibition data for predicting drug metabolism from PubChem BioAssay. Regression/Classification. Given a drug SMILES string, predict its absorption, distribution, metabolism, or excretion properties. Task type varies by dataset: regression for continuous measurements (e.g., permeability, clearance, half-life) or binary classification for categorical outcomes (e.g., BBB penetration, CYP inhibition). Dataset: cyp2d6_veith. (1) The drug is COC(=O)[C@H]1C(=O)c2ccccc2O[C@@](C(=O)OC)(c2ccccc2)[C@@H]1c1ccccc1. The result is 0 (non-inhibitor). (2) The drug is COc1ccccc1CNc1nc(-c2ccccc2OC)nc2ccccc12. The result is 1 (inhibitor). (3) The compound is O=C(O)c1cccc(N2CCCC2=O)c1. The result is 1 (inhibitor). (4) The drug is COc1ccc2c(c1[N+](=O)[O-])CCC/C2=N/OC(=O)c1cccc2ccccc12. The result is 0 (non-inhibitor). (5) The drug is CC1CCN(c2ccc(/C=N/n3nnnc3N)cc2[N+](=O)[O-])CC1. The result is 0 (non-inhibitor).